This data is from Forward reaction prediction with 1.9M reactions from USPTO patents (1976-2016). The task is: Predict the product of the given reaction. (1) Given the reactants Cl.[NH2:2][CH:3]1[CH2:8][CH2:7][N:6]([CH2:9][CH2:10][N:11]2[C:20]3[C:15](=[N:16][CH:17]=[C:18]([O:21][CH3:22])[CH:19]=3)[CH:14]=[CH:13][C:12]2=[O:23])[CH2:5][CH2:4]1.C([BH3-])#N.[Na+].[F:28][C:29]1[CH:30]=[C:31]([CH:34]=[CH:35][C:36]=1[CH3:37])[CH:32]=O.C[O-].[Na+].CO.C(=O)([O-])O.[Na+], predict the reaction product. The product is: [F:28][C:29]1[CH:30]=[C:31]([CH:34]=[CH:35][C:36]=1[CH3:37])[CH2:32][NH:2][CH:3]1[CH2:4][CH2:5][N:6]([CH2:9][CH2:10][N:11]2[C:20]3[C:15](=[N:16][CH:17]=[C:18]([O:21][CH3:22])[CH:19]=3)[CH:14]=[CH:13][C:12]2=[O:23])[CH2:7][CH2:8]1. (2) The product is: [CH2:40]([NH:39][C:33]1[CH:32]=[C:31]([N:6]2[C:7]3=[N:8][CH:9]=[CH:10][C:11]([N:13]4[CH:17]=[C:16]([C:18]5[CH:19]=[N:20][N:21]([CH3:23])[CH:22]=5)[N:15]=[CH:14]4)=[C:12]3[C:4]([CH:1]([CH3:3])[CH3:2])=[N:5]2)[CH:38]=[CH:37][C:34]=1[C:35]#[N:36])[CH3:41]. Given the reactants [CH:1]([C:4]1[C:12]2[C:7](=[N:8][CH:9]=[CH:10][C:11]=2[N:13]2[CH:17]=[C:16]([C:18]3[CH:19]=[N:20][N:21]([CH3:23])[CH:22]=3)[N:15]=[CH:14]2)[NH:6][N:5]=1)([CH3:3])[CH3:2].C(=O)([O-])[O-].[Cs+].[Cs+].Br[C:31]1[CH:38]=[CH:37][C:34]([C:35]#[N:36])=[C:33]([NH:39][CH2:40][CH3:41])[CH:32]=1.CNCCNC, predict the reaction product. (3) The product is: [Br:1][C:2]1[CH:9]=[C:6]2[C:5]([O:10][C:18]3([N:21]4[CH2:22][CH2:23][O:24][CH2:25][CH2:26]4)[CH:19]([CH:7]2[OH:8])[CH2:20][C:15]2([O:11][CH2:12][CH2:13][O:14]2)[CH2:16][CH2:17]3)=[CH:4][CH:3]=1. Given the reactants [Br:1][C:2]1[CH:3]=[CH:4][C:5]([OH:10])=[C:6]([CH:9]=1)[CH:7]=[O:8].[O:11]1[C:15]2([CH2:20][CH2:19][C:18]([N:21]3[CH2:26][CH2:25][O:24][CH2:23][CH2:22]3)=[CH:17][CH2:16]2)[O:14][CH2:13][CH2:12]1, predict the reaction product. (4) Given the reactants [CH3:1][S:2]([OH:5])(=[O:4])=[O:3].[CH3:6][O:7][C:8]1[CH:9]=[C:10]2[C:15](=[CH:16][CH:17]=1)[CH:14]=[C:13]([O:18][CH2:19][C:20]1([C:31]([O:33][CH2:34][CH3:35])=[O:32])[CH2:23][N:22](C(OC(C)(C)C)=O)[CH2:21]1)[CH:12]=[CH:11]2, predict the reaction product. The product is: [S:2]([C:1]1[CH:12]=[CH:11][C:10]([CH3:15])=[CH:9][CH:8]=1)([OH:5])(=[O:4])=[O:3].[CH3:6][O:7][C:8]1[CH:9]=[C:10]2[C:15](=[CH:16][CH:17]=1)[CH:14]=[C:13]([O:18][CH2:19][C:20]1([C:31]([O:33][CH2:34][CH3:35])=[O:32])[CH2:23][NH:22][CH2:21]1)[CH:12]=[CH:11]2. (5) Given the reactants [N+:1]([C:4]1[CH:22]=[C:21]([C:23]2[C:28]([C:29]([F:32])([F:31])[F:30])=[CH:27][CH:26]=[CH:25][N:24]=2)[CH:20]=[CH:19][C:5]=1[C:6]([NH:8][C:9]1[CH:14]=[CH:13][C:12]([C:15]([F:18])([F:17])[F:16])=[CH:11][CH:10]=1)=[O:7])([O-])=O.CCOC(C)=O, predict the reaction product. The product is: [NH2:1][C:4]1[CH:22]=[C:21]([C:23]2[C:28]([C:29]([F:32])([F:30])[F:31])=[CH:27][CH:26]=[CH:25][N:24]=2)[CH:20]=[CH:19][C:5]=1[C:6]([NH:8][C:9]1[CH:14]=[CH:13][C:12]([C:15]([F:16])([F:18])[F:17])=[CH:11][CH:10]=1)=[O:7].